Task: Predict which catalyst facilitates the given reaction.. Dataset: Catalyst prediction with 721,799 reactions and 888 catalyst types from USPTO (1) Reactant: [I:1][C:2]1[C:6]([C:7]([O:9][CH2:10][CH3:11])=[O:8])=[CH:5][NH:4][N:3]=1.C(=O)([O-])[O-].[Cs+].[Cs+].I[CH:19]([CH3:21])[CH3:20]. Product: [I:1][C:2]1[N:3]([CH:19]([CH3:21])[CH3:20])[N:4]=[CH:5][C:6]=1[C:7]([O:9][CH2:10][CH3:11])=[O:8]. The catalyst class is: 35. (2) Reactant: [H-].[Na+].[Cl:3][C:4]1[CH:5]=[C:6]2[C:10](=[CH:11][CH:12]=1)[NH:9][C:8](=[O:13])[C:7]2=[O:14].[CH3:15][O:16][C:17]1[CH:22]=[C:21]([O:23][CH3:24])[CH:20]=[CH:19][C:18]=1[S:25](Cl)(=[O:27])=[O:26]. Product: [Cl:3][C:4]1[CH:5]=[C:6]2[C:10](=[CH:11][CH:12]=1)[N:9]([S:25]([C:18]1[CH:19]=[CH:20][C:21]([O:23][CH3:24])=[CH:22][C:17]=1[O:16][CH3:15])(=[O:27])=[O:26])[C:8](=[O:13])[C:7]2=[O:14]. The catalyst class is: 3. (3) Reactant: [C:1]([O:5][C:6](=[O:32])[NH:7][C:8]1[S:9][C:10]2[CH:19]=[C:18]([CH3:20])[C:17](=O)[C:16]3[C:12](=[CH:13][N:14]([CH2:22][C:23]4[CH:28]=[CH:27][C:26]([O:29][CH3:30])=[CH:25][CH:24]=4)[N:15]=3)[C:11]=2[N:31]=1)([CH3:4])([CH3:3])[CH3:2].[BH4-].[Na+]. Product: [C:1]([O:5][C:6](=[O:32])[NH:7][C:8]1[S:9][C:10]2[CH2:19][CH:18]([CH3:20])[CH2:17][C:16]3[C:12](=[CH:13][N:14]([CH2:22][C:23]4[CH:28]=[CH:27][C:26]([O:29][CH3:30])=[CH:25][CH:24]=4)[N:15]=3)[C:11]=2[N:31]=1)([CH3:3])([CH3:2])[CH3:4]. The catalyst class is: 5. (4) Reactant: [N:1]1[C:2](=[O:10])[CH:3]=[C:4]2[C:9]=1[CH:8]=[CH:7][CH:6]=[CH:5]2.[CH3:11][N:12]([CH3:25])[C:13]1[C:22]2[C:17](=[CH:18][CH:19]=[CH:20][CH:21]=2)[C:16]([CH:23]=O)=[CH:15][CH:14]=1. Product: [CH3:11][N:12]([CH3:25])[C:13]1[C:22]2[C:17](=[CH:18][CH:19]=[CH:20][CH:21]=2)[C:16]([CH:23]=[C:3]2[C:4]3[C:9](=[CH:8][CH:7]=[CH:6][CH:5]=3)[NH:1][C:2]2=[O:10])=[CH:15][CH:14]=1. The catalyst class is: 495. (5) Reactant: [NH2:1][C:2]1[CH:11]=[CH:10][CH:9]=[C:8]2[C:3]=1[C:4](=[O:12])[NH:5][CH:6]=[N:7]2.Br[CH2:14][CH2:15][F:16].[H-].[Na+]. Product: [NH2:1][C:2]1[CH:11]=[CH:10][CH:9]=[C:8]2[C:3]=1[C:4](=[O:12])[N:5]([CH2:14][CH2:15][F:16])[CH:6]=[N:7]2. The catalyst class is: 13. (6) Reactant: [CH3:1][P:2](=[O:7])([O:5][CH3:6])[O:3][CH3:4].C([Li])CCC.[F:13][C:14]([F:21])([CH3:20])[C:15](OCC)=[O:16].[Cl-].[NH4+]. Product: [F:13][C:14]([F:21])([CH3:20])[C:15](=[O:16])[CH2:1][P:2](=[O:7])([O:5][CH3:6])[O:3][CH3:4]. The catalyst class is: 1.